Task: Predict the reaction yield, written as a fraction of the theoretical maximum amount of product (1.0 means a 100% yield; for example, 0.34 means a 34% yield).. Dataset: Reaction yield outcomes from USPTO patents with 853,638 reactions (1) The reactants are [OH:1][C:2]1[CH:7]=[C:6]([CH3:8])[C:5]([C:9]2[CH:14]=[CH:13][CH:12]=[C:11]([CH:15]=[O:16])[CH:10]=2)=[C:4]([CH3:17])[CH:3]=1.CO.[BH4-].[Na+]. The catalyst is O1CCCC1. The product is [OH:16][CH2:15][C:11]1[CH:10]=[C:9]([C:5]2[C:4]([CH3:17])=[CH:3][C:2]([OH:1])=[CH:7][C:6]=2[CH3:8])[CH:14]=[CH:13][CH:12]=1. The yield is 0.930. (2) The reactants are [CH2:1]([O:8][C:9]1[CH:28]=[C:27]([CH2:29][CH3:30])[CH:26]=[CH:25][C:10]=1[O:11][C:12]1[CH:17]=[CH:16][C:15]([N:18]2[CH2:22][CH2:21][O:20]C2=O)=[CH:14][C:13]=1[F:24])[C:2]1[CH:7]=[CH:6][CH:5]=[CH:4][CH:3]=1.[OH-].[Ba+2].[OH-]. The catalyst is CO.O. The product is [CH2:1]([O:8][C:9]1[CH:28]=[C:27]([CH2:29][CH3:30])[CH:26]=[CH:25][C:10]=1[O:11][C:12]1[CH:17]=[CH:16][C:15]([NH:18][CH2:22][CH2:21][OH:20])=[CH:14][C:13]=1[F:24])[C:2]1[CH:3]=[CH:4][CH:5]=[CH:6][CH:7]=1. The yield is 0.916. (3) The reactants are C1(C)C=CC=CC=1.[CH2:8]([NH2:15])[C:9]1[CH:14]=[CH:13][CH:12]=[CH:11][CH:10]=1.Cl[CH:17]1[C:25]2[C:20](=[CH:21][CH:22]=[CH:23][CH:24]=2)[CH2:19][CH2:18]1.OS(O)(=O)=O. The catalyst is O. The product is [CH2:8]([NH:15][CH:17]1[C:25]2[C:20](=[CH:21][CH:22]=[CH:23][CH:24]=2)[CH2:19][CH2:18]1)[C:9]1[CH:14]=[CH:13][CH:12]=[CH:11][CH:10]=1. The yield is 0.725. (4) The reactants are [F:1][C:2]([F:18])([F:17])[C:3]1[CH:8]=[CH:7][CH:6]=[CH:5][C:4]=1[C:9]1[CH:14]=[CH:13][C:12]([CH:15]=[O:16])=[CH:11][CH:10]=1.[O-:19][Mn](=O)(=O)=O.[K+]. The catalyst is O1CCOCC1. The product is [F:1][C:2]([F:17])([F:18])[C:3]1[CH:8]=[CH:7][CH:6]=[CH:5][C:4]=1[C:9]1[CH:14]=[CH:13][C:12]([C:15]([OH:19])=[O:16])=[CH:11][CH:10]=1. The yield is 0.816. (5) The reactants are [Cl:1][C:2]1[CH:3]=[C:4]([NH:17][C:18]2[C:27]3[C:22](=[CH:23][CH:24]=[C:25]([C:28]4[O:29][C:30]([CH:33]=O)=[CH:31][CH:32]=4)[CH:26]=3)[N:21]=[CH:20][N:19]=2)[CH:5]=[CH:6][C:7]=1[O:8][CH2:9][C:10]1[CH:15]=[CH:14][CH:13]=[C:12]([F:16])[CH:11]=1.Cl.C[O:37][C:38](=[O:47])[C@H:39]([CH2:41][CH2:42][C:43]([O:45]C)=[O:44])[NH2:40].C(N(C(C)C)CC)(C)C.C(O[BH-](OC(=O)C)OC(=O)C)(=O)C.[Na+].[OH-].[Na+].Cl. The catalyst is O1CCCC1. The product is [Cl:1][C:2]1[CH:3]=[C:4]([NH:17][C:18]2[C:27]3[C:22](=[CH:23][CH:24]=[C:25]([C:28]4[O:29][C:30]([CH2:33][NH:40][CH:39]([C:38]([OH:37])=[O:47])[CH2:41][CH2:42][C:43]([OH:45])=[O:44])=[CH:31][CH:32]=4)[CH:26]=3)[N:21]=[CH:20][N:19]=2)[CH:5]=[CH:6][C:7]=1[O:8][CH2:9][C:10]1[CH:15]=[CH:14][CH:13]=[C:12]([F:16])[CH:11]=1. The yield is 0.612.